Dataset: Catalyst prediction with 721,799 reactions and 888 catalyst types from USPTO. Task: Predict which catalyst facilitates the given reaction. (1) Reactant: [NH2:1][C:2]1[N:10]=[C:9]([C:11]2[C:19]3[C:14](=[N:15][CH:16]=[CH:17][CH:18]=3)[N:13]([CH2:20][C:21]3[CH:26]=[CH:25][CH:24]=[CH:23][C:22]=3[F:27])[N:12]=2)[N:8]=[C:7]2[C:3]=1[NH:4][C:5](=[O:33])[N:6]2[CH2:28][C:29]([F:32])([F:31])[F:30].[CH3:34]CN(P1(N(C)CCCN1C)=NC(C)(C)C)CC.IC. Product: [NH2:1][C:2]1[N:10]=[C:9]([C:11]2[C:19]3[C:14](=[N:15][CH:16]=[CH:17][CH:18]=3)[N:13]([CH2:20][C:21]3[CH:26]=[CH:25][CH:24]=[CH:23][C:22]=3[F:27])[N:12]=2)[N:8]=[C:7]2[C:3]=1[N:4]([CH3:34])[C:5](=[O:33])[N:6]2[CH2:28][C:29]([F:32])([F:31])[F:30]. The catalyst class is: 9. (2) Reactant: [Cl:1][C:2]1[C:17]([C:18]([F:21])([F:20])[F:19])=[CH:16][CH:15]=[CH:14][C:3]=1[CH2:4][N:5]1[C@@H:10]([CH3:11])[CH2:9][NH:8][C:7](=S)[C:6]1=[O:13].[C:22]([NH:30][NH2:31])(=O)[C:23]1[CH:28]=[CH:27][CH:26]=[N:25][CH:24]=1. Product: [Cl:1][C:2]1[C:17]([C:18]([F:21])([F:20])[F:19])=[CH:16][CH:15]=[CH:14][C:3]=1[CH2:4][N:5]1[C@@H:10]([CH3:11])[CH2:9][N:8]2[C:22]([C:23]3[CH:24]=[N:25][CH:26]=[CH:27][CH:28]=3)=[N:30][N:31]=[C:7]2[C:6]1=[O:13]. The catalyst class is: 51. (3) Reactant: Cl[C:2]1[S:3][CH:4]=[C:5]([C:7]2[CH:12]=[CH:11][C:10]([N+:13]([O-:15])=[O:14])=[CH:9][CH:8]=2)[N:6]=1.[C:16]([O-:19])([O-])=O.[K+].[K+].CN(C(ON1N=[N:37][C:32]2[CH:33]=[CH:34][CH:35]=[CH:36][C:31]1=2)=[N+](C)C)C.F[P-](F)(F)(F)(F)F.[CH3:46][O:47][C:48]1[CH:49]=[CH:50][C:51]([C:54]2([CH2:60][NH2:61])[CH2:59][CH2:58][CH2:57][CH2:56][CH2:55]2)=[N:52][CH:53]=1. Product: [NH:37]1[C:32]2[C:31](=[CH:36][CH:35]=[CH:34][CH:33]=2)[C:8]([CH2:7][C@:5]([CH3:4])([NH:6][C:2]2[S:3][CH:4]=[C:5]([C:7]3[CH:12]=[CH:11][C:10]([N+:13]([O-:15])=[O:14])=[CH:9][CH:8]=3)[N:6]=2)[C:16]([NH:61][CH2:60][C:54]2([C:51]3[CH:50]=[CH:49][C:48]([O:47][CH3:46])=[CH:53][N:52]=3)[CH2:59][CH2:58][CH2:57][CH2:56][CH2:55]2)=[O:19])=[CH:9]1. The catalyst class is: 122. (4) Product: [F:1][C:2]1[CH:7]=[C:6]([F:8])[CH:5]=[CH:4][C:3]=1[C:9]1([C:12]([F:20])([F:21])[C:13]2[CH:14]=[CH:15][C:16]([O:19][C:23]3[CH:28]=[CH:27][C:26]([C:29]([F:32])([F:31])[F:30])=[CH:25][N:24]=3)=[CH:17][N:18]=2)[CH2:11][O:10]1. Reactant: [F:1][C:2]1[CH:7]=[C:6]([F:8])[CH:5]=[CH:4][C:3]=1[C:9]1([C:12]([F:21])([F:20])[C:13]2[N:18]=[CH:17][C:16]([OH:19])=[CH:15][CH:14]=2)[CH2:11][O:10]1.Cl[C:23]1[CH:28]=[CH:27][C:26]([C:29]([F:32])([F:31])[F:30])=[CH:25][N:24]=1.C(=O)([O-])[O-].[Cs+].[Cs+].N#N. The catalyst class is: 16. (5) Reactant: [C:1]12([OH:13])[CH2:10][C:5]3([OH:11])[CH2:6][CH:7]([CH2:9][C:3]([OH:12])([CH2:4]3)[CH2:2]1)[CH2:8]2.[C:14](O)(=[O:18])[C:15]([CH3:17])=[CH2:16].S(=O)(=O)(O)O.COC1C=CC(O)=CC=1.O=O.[OH-].[Na+]. Product: [C:14]([O:13][C:1]12[CH2:10][C:5]3([OH:11])[CH2:6][CH:7]([CH2:9][C:3]([OH:12])([CH2:4]3)[CH2:2]1)[CH2:8]2)(=[O:18])[C:15]([CH3:17])=[CH2:16]. The catalyst class is: 93. (6) Reactant: [F:1][C:2]1[CH:7]=[C:6]([N+:8]([O-:10])=[O:9])[CH:5]=[CH:4][C:3]=1[CH2:11][C:12]([O:14][CH3:15])=[O:13].[CH:16]([S:18]([NH2:21])(=[O:20])=[O:19])=[CH2:17].[C:22](=[O:25])([O-])[O-].[K+].[K+].[CH2:28]1[O:45][CH2:44][CH2:43]O[CH2:43][CH2:44][O:45][CH2:28][CH2:28][O:45][CH2:44][CH2:43]O[CH2:43][CH2:44][O:45][CH2:28]1.[C:46]1([CH3:52])[CH:51]=[CH:50][CH:49]=[CH:48][CH:47]=1. Product: [CH3:28][O:45][C:44]1[CH:43]=[CH:4][C:3]([CH2:11][N:21]([CH2:52][C:46]2[CH:51]=[CH:50][C:49]([O:25][CH3:22])=[CH:48][CH:47]=2)[S:18]([CH2:16][CH2:17][CH:11]([C:3]2[CH:4]=[CH:5][C:6]([N+:8]([O-:10])=[O:9])=[CH:7][C:2]=2[F:1])[C:12]([O:14][CH3:15])=[O:13])(=[O:20])=[O:19])=[CH:2][CH:7]=1. The catalyst class is: 69. (7) Reactant: Cl[C:2]1[CH:7]=[CH:6][N+:5]([O-:8])=[CH:4][C:3]=1[CH3:9].[OH-].[Na+].[CH3:12][O:13][CH2:14][CH2:15][CH2:16][CH2:17][CH2:18][CH2:19][CH2:20][CH2:21][OH:22].Cl. Product: [CH3:12][O:13][CH2:14][CH2:15][CH2:16][CH2:17][CH2:18][CH2:19][CH2:20][CH2:21][O:22][C:2]1[CH:7]=[CH:6][N+:5]([O-:8])=[CH:4][C:3]=1[CH3:9]. The catalyst class is: 226. (8) Reactant: C=O.[S:3]1[C:7]2[CH:8]=[CH:9][CH:10]=[CH:11][C:6]=2[N:5]=[C:4]1[C:12]1[C:13]([NH2:29])=[N:14][CH:15]=[C:16]([C:18]2[CH:19]=[N:20][N:21]([CH:23]3[CH2:28][CH2:27][NH:26][CH2:25][CH2:24]3)[CH:22]=2)[CH:17]=1.[Na].[C:31](#N)C. Product: [S:3]1[C:7]2[CH:8]=[CH:9][CH:10]=[CH:11][C:6]=2[N:5]=[C:4]1[C:12]1[C:13]([NH2:29])=[N:14][CH:15]=[C:16]([C:18]2[CH:19]=[N:20][N:21]([CH:23]3[CH2:24][CH2:25][N:26]([CH3:31])[CH2:27][CH2:28]3)[CH:22]=2)[CH:17]=1. The catalyst class is: 100. (9) Reactant: [CH2:1]([O:3][C:4](=[O:9])[C:5](Br)([CH3:7])[CH3:6])[CH3:2].[CH3:10][C:11]1[CH:16]=[CH:15][CH:14]=[CH:13][C:12]=1[OH:17].C([O-])([O-])=O.[Cs+].[Cs+]. Product: [CH2:1]([O:3][C:4](=[O:9])[C:5]([CH3:7])([O:17][C:12]1[CH:13]=[CH:14][CH:15]=[CH:16][C:11]=1[CH3:10])[CH3:6])[CH3:2]. The catalyst class is: 12. (10) Reactant: C(OC(=O)[NH:7][CH2:8][CH2:9][N:10]([CH2:21][C:22]1[CH:27]=[CH:26][C:25]([O:28][CH2:29][C:30]2[CH:35]=[CH:34][CH:33]=[CH:32][CH:31]=2)=[C:24]([O:36][CH3:37])[CH:23]=1)[C:11](=[O:20])[CH2:12][C:13]1[CH:18]=[CH:17][C:16]([F:19])=[CH:15][CH:14]=1)(C)(C)C.[ClH:39]. Product: [ClH:39].[NH2:7][CH2:8][CH2:9][N:10]([CH2:21][C:22]1[CH:27]=[CH:26][C:25]([O:28][CH2:29][C:30]2[CH:31]=[CH:32][CH:33]=[CH:34][CH:35]=2)=[C:24]([O:36][CH3:37])[CH:23]=1)[C:11](=[O:20])[CH2:12][C:13]1[CH:18]=[CH:17][C:16]([F:19])=[CH:15][CH:14]=1. The catalyst class is: 169.